Dataset: Forward reaction prediction with 1.9M reactions from USPTO patents (1976-2016). Task: Predict the product of the given reaction. (1) The product is: [Br:2][C:3]1[CH:4]=[C:5]2[C:14]([CH2:13][C:7]3([C:6]2=[NH:17])[CH2:12][CH2:11][O:10][CH2:9][CH2:8]3)=[CH:15][CH:16]=1. Given the reactants Cl.[Br:2][C:3]1[CH:4]=[C:5]2[C:14](=[CH:15][CH:16]=1)[CH2:13][C:7]1([CH2:12][CH2:11][O:10][CH2:9][CH2:8]1)[C:6]2=[N:17]S(C(C)(C)C)=O.CCOCC, predict the reaction product. (2) Given the reactants Cl.[CH3:2][C:3]1[CH:4]=[C:5]([CH:9]=[CH:10][CH:11]=1)[C:6]([NH2:8])=[NH:7].[Cl:12][C:13]1[CH:17]=[CH:16][S:15][C:14]=1[C:18]([NH:20]N)=O, predict the reaction product. The product is: [Cl:12][C:13]1[CH:17]=[CH:16][S:15][C:14]=1[C:18]1[NH:20][N:8]=[C:6]([C:5]2[CH:9]=[CH:10][CH:11]=[C:3]([CH3:2])[CH:4]=2)[N:7]=1. (3) Given the reactants [NH2:1][C@@H:2]1[CH2:7][CH2:6][CH2:5][CH2:4][C@@H:3]1[NH2:8].[C:9](OCC)(=[O:15])[C:10](OCC)=[O:11], predict the reaction product. The product is: [NH:1]1[C@@H:2]2[C@@H:3]([CH2:4][CH2:5][CH2:6][CH2:7]2)[NH:8][C:10](=[O:11])[C:9]1=[O:15].